Dataset: Reaction yield outcomes from USPTO patents with 853,638 reactions. Task: Predict the reaction yield, written as a fraction of the theoretical maximum amount of product (1.0 means a 100% yield; for example, 0.34 means a 34% yield). (1) The reactants are [Cl:1][CH2:2][CH2:3][CH2:4][C:5](Cl)=[O:6].[CH3:8][O:9][C:10]1[CH:11]=[C:12]([Mg]Br)[CH:13]=[CH:14][CH:15]=1. The catalyst is C1COCC1. The product is [Cl:1][CH2:2][CH2:3][CH2:4][C:5]([C:14]1[CH:13]=[CH:12][CH:11]=[C:10]([O:9][CH3:8])[CH:15]=1)=[O:6]. The yield is 0.360. (2) The reactants are C[O:2][C:3](=[O:21])[CH2:4][NH:5][C:6]([C:8]1[CH:13]=[C:12]([C:14]2[CH:19]=[CH:18][C:17]([CH3:20])=[CH:16][CH:15]=2)[CH:11]=[CH:10][N:9]=1)=[O:7].O.O[Li].O.Cl. The catalyst is C1COCC1. The product is [CH3:20][C:17]1[CH:16]=[CH:15][C:14]([C:12]2[CH:11]=[CH:10][N:9]=[C:8]([C:6]([NH:5][CH2:4][C:3]([OH:21])=[O:2])=[O:7])[CH:13]=2)=[CH:19][CH:18]=1. The yield is 0.120. (3) The reactants are Br[C:2]1[C:7]([F:8])=[CH:6][CH:5]=[C:4]([CH3:9])[N:3]=1.[F:10][C:11]1[CH:16]=[CH:15][CH:14]=[C:13]([F:17])[C:12]=1B(O)O.[F-].[K+].C(P(C(C)(C)C)C(C)(C)C)(C)(C)C.[BH4-].[Na+]. The catalyst is C1COCC1.O.CCO.C1C=CC(/C=C/C(/C=C/C2C=CC=CC=2)=O)=CC=1.C1C=CC(/C=C/C(/C=C/C2C=CC=CC=2)=O)=CC=1.C1C=CC(/C=C/C(/C=C/C2C=CC=CC=2)=O)=CC=1.[Pd].[Pd]. The product is [F:10][C:11]1[CH:16]=[CH:15][CH:14]=[C:13]([F:17])[C:12]=1[C:2]1[C:7]([F:8])=[CH:6][CH:5]=[C:4]([CH3:9])[N:3]=1. The yield is 0.860. (4) The reactants are [C:1]1([C:7]2[C:11]3[CH2:12][NH:13][CH2:14][CH2:15][C:10]=3[NH:9][N:8]=2)[CH:6]=[CH:5][CH:4]=[CH:3][CH:2]=1.[O:16]([CH:23]([CH3:27])[C:24](O)=[O:25])[C:17]1[CH:22]=[CH:21][CH:20]=[CH:19][CH:18]=1.CN(C(ON1N=NC2C=CC=NC1=2)=[N+](C)C)C.F[P-](F)(F)(F)(F)F.CCN(C(C)C)C(C)C. The catalyst is C(Cl)Cl.O. The product is [O:16]([CH:23]([CH3:27])[C:24]([N:13]1[CH2:14][CH2:15][C:10]2[NH:9][N:8]=[C:7]([C:1]3[CH:2]=[CH:3][CH:4]=[CH:5][CH:6]=3)[C:11]=2[CH2:12]1)=[O:25])[C:17]1[CH:22]=[CH:21][CH:20]=[CH:19][CH:18]=1. The yield is 0.651. (5) The reactants are C([C:5]1[CH:10]=[CH:9][C:8]([C:11]([CH3:40])([CH2:15][CH2:16][CH2:17][CH2:18][C:19](=[O:39])[CH2:20][CH2:21][CH2:22][CH2:23][C:24]([C:29]2[CH:34]=[CH:33][C:32](CC(C)C)=[CH:31][CH:30]=2)([CH3:28])[C:25]([OH:27])=[O:26])[C:12]([OH:14])=[O:13])=[CH:7][CH:6]=1)C(C)C.C(OC(=O)C(C)(C1C=CC=CC=1)CCCCC(=O)CCCCC(C)(C1C=CC=CC=1)C(OCC)=O)C.[OH-].[K+]. The catalyst is C(O)C.O. The product is [CH3:28][C:24]([C:29]1[CH:30]=[CH:31][CH:32]=[CH:33][CH:34]=1)([CH2:23][CH2:22][CH2:21][CH2:20][C:19](=[O:39])[CH2:18][CH2:17][CH2:16][CH2:15][C:11]([CH3:40])([C:8]1[CH:7]=[CH:6][CH:5]=[CH:10][CH:9]=1)[C:12]([OH:14])=[O:13])[C:25]([OH:27])=[O:26]. The yield is 0.870.